From a dataset of Forward reaction prediction with 1.9M reactions from USPTO patents (1976-2016). Predict the product of the given reaction. (1) Given the reactants C([N:3](CC)CC)C.CN.F[P-](F)(F)(F)(F)F.N1(O[P+](N(C)C)(N(C)C)N(C)C)C2C=CC=CC=2N=N1.Cl[C:38]1[CH:46]=[CH:45][C:41]([C:42](O)=[O:43])=[C:40](NC2C=CC=CC=2)[N:39]=1, predict the reaction product. The product is: [C:42]([NH2:3])(=[O:43])[C:41]1[CH:45]=[CH:46][CH:38]=[N:39][CH:40]=1. (2) Given the reactants [CH3:1][C:2]([O:5][C:6]([NH:8][CH2:9][CH2:10][CH2:11][CH2:12][C@H:13]([NH:17][C:18]([O:20][C:21]([CH3:24])([CH3:23])[CH3:22])=[O:19])[C:14]([OH:16])=[O:15])=[O:7])([CH3:4])[CH3:3].CCN(C(C)C)[CH:28]([CH3:30])[CH3:29].CN(C(ON1N=[N:49][C:44]2[CH:45]=[CH:46][CH:47]=[CH:48][C:43]1=2)=[N+](C)C)C.F[P-](F)(F)(F)(F)F, predict the reaction product. The product is: [NH:17]([C:18]([O:20][C:21]([CH3:24])([CH3:23])[CH3:22])=[O:19])[C@H:13]([C:14]([OH:16])=[O:15])[CH2:12][CH2:11][CH2:10][CH2:9][NH:8][C:6]([O:5][C:2]([CH3:4])([CH3:3])[CH3:1])=[O:7].[N:17]1[C:13]2[C:14](=[CH:9][CH:10]=[CH:11][CH:12]=2)[C:28]([CH2:30][NH:49][CH2:44][CH2:45][CH2:46][CH2:47][CH2:48][CH3:43])=[CH:29][CH:18]=1. (3) Given the reactants [CH3:1][S:2]([NH:5][C:6]1[CH:15]=[CH:14][CH:13]=[CH:12][C:7]=1[C:8]([O:10]C)=O)(=[O:4])=[O:3].[CH3:16][Si:17]([CH3:24])([CH3:23])[CH2:18][CH2:19][O:20][CH2:21]Cl.[H-].[Na+], predict the reaction product. The product is: [O:4]=[S:2]1(=[O:3])[CH2:1][C:8](=[O:10])[C:7]2[CH:12]=[CH:13][CH:14]=[CH:15][C:6]=2[N:5]1[CH2:21][O:20][CH2:19][CH2:18][Si:17]([CH3:24])([CH3:23])[CH3:16]. (4) The product is: [CH3:1][O:2][C:3]1[CH:11]=[CH:10][C:6]([C:7]2[N:22]([CH3:23])[N:21]=[C:20]([CH3:17])[C:24]=2[C:25]([OH:27])=[O:26])=[CH:5][CH:4]=1. Given the reactants [CH3:1][O:2][C:3]1[CH:11]=[CH:10][C:6]([C:7](Cl)=O)=[CH:5][CH:4]=1.COC1C=C[C:17]([C:20]2[C:24]([C:25]([OH:27])=[O:26])=[C:23](C)[N:22](C)[N:21]=2)=CC=1, predict the reaction product. (5) Given the reactants [F:1][C:2]1[CH:7]=[CH:6][C:5]([C:8]2[CH:27]=[CH:26][C:11]3[N:12]=[C:13]([C:18]4[CH:19]=[C:20]([CH:23]=[CH:24][CH:25]=4)[C:21]#[N:22])[CH2:14][C:15](=[O:17])[NH:16][C:10]=3[CH:9]=2)=[CH:4][CH:3]=1.[NH2:28][OH:29], predict the reaction product. The product is: [F:1][C:2]1[CH:3]=[CH:4][C:5]([C:8]2[CH:27]=[CH:26][C:11]3[N:12]=[C:13]([C:18]4[CH:19]=[C:20]([CH:23]=[CH:24][CH:25]=4)[C:21]([NH:28][OH:29])=[NH:22])[CH2:14][C:15](=[O:17])[NH:16][C:10]=3[CH:9]=2)=[CH:6][CH:7]=1. (6) Given the reactants C[O:2][C:3]([C@H:5]1[CH2:10][CH2:9][C@H:8]([CH2:11][N:12]2[C:20]3[C:15](=[N:16][C:17]([Cl:28])=[N:18][C:19]=3[NH:21][C@@H:22]([CH:24]3[CH2:27][CH2:26][CH2:25]3)[CH3:23])[N:14]=[CH:13]2)[CH2:7][CH2:6]1)=O.[H-].[H-].[H-].[H-].[Li+].[Al+3].[OH-].[Na+].O, predict the reaction product. The product is: [Cl:28][C:17]1[N:16]=[C:15]2[C:20]([N:12]([CH2:11][C@H:8]3[CH2:7][CH2:6][C@H:5]([CH2:3][OH:2])[CH2:10][CH2:9]3)[CH:13]=[N:14]2)=[C:19]([NH:21][C@@H:22]([CH:24]2[CH2:25][CH2:26][CH2:27]2)[CH3:23])[N:18]=1. (7) Given the reactants C(OC(=O)[NH:10][C@@H:11]1[CH2:16][CH2:15][CH2:14][CH2:13][C@H:12]1[CH2:17][N:18]1[CH2:23][CH2:22][CH2:21][CH2:20][CH2:19]1)C1C=CC=CC=1, predict the reaction product. The product is: [N:18]1([CH2:17][C@@H:12]2[CH2:13][CH2:14][CH2:15][CH2:16][C@H:11]2[NH2:10])[CH2:23][CH2:22][CH2:21][CH2:20][CH2:19]1.